From a dataset of Full USPTO retrosynthesis dataset with 1.9M reactions from patents (1976-2016). Predict the reactants needed to synthesize the given product. (1) Given the product [O:28]=[C:27]1[C:26]2[C:21](=[CH:22][CH:23]=[CH:24][CH:25]=2)[C:20](=[O:29])[N:19]1[CH2:18][C@@H:17]([NH:16][C:7]([C:5]1[S:6][C:2]([CH3:1])=[C:3]([C:10]2[N:14]([CH3:15])[N:13]=[CH:12][CH:11]=2)[CH:4]=1)=[O:9])[CH2:30][C:31]1[CH:36]=[CH:35][CH:34]=[C:33]([C:37]([F:39])([F:38])[F:40])[CH:32]=1, predict the reactants needed to synthesize it. The reactants are: [CH3:1][C:2]1[S:6][C:5]([C:7]([OH:9])=O)=[CH:4][C:3]=1[C:10]1[N:14]([CH3:15])[N:13]=[CH:12][CH:11]=1.[NH2:16][C@@H:17]([CH2:30][C:31]1[CH:36]=[CH:35][CH:34]=[C:33]([C:37]([F:40])([F:39])[F:38])[CH:32]=1)[CH2:18][N:19]1[C:27](=[O:28])[C:26]2[C:21](=[CH:22][CH:23]=[CH:24][CH:25]=2)[C:20]1=[O:29].C1CN([P+](Br)(N2CCCC2)N2CCCC2)CC1.F[P-](F)(F)(F)(F)F.CCN(C(C)C)C(C)C. (2) Given the product [Br:1][C:2]1[C:7](=[O:8])[N:6]([C:9]2[C:14]([F:15])=[CH:13][CH:12]=[CH:11][C:10]=2[F:16])[C:5]([CH2:17][N:35]([CH3:36])[CH3:34])=[CH:4][C:3]=1[O:19][CH2:20][C:21]1[CH:26]=[CH:25][C:24]([F:27])=[CH:23][C:22]=1[F:28], predict the reactants needed to synthesize it. The reactants are: [Br:1][C:2]1[C:7](=[O:8])[N:6]([C:9]2[C:14]([F:15])=[CH:13][CH:12]=[CH:11][C:10]=2[F:16])[C:5]([CH:17]=O)=[CH:4][C:3]=1[O:19][CH2:20][C:21]1[CH:26]=[CH:25][C:24]([F:27])=[CH:23][C:22]=1[F:28].C1COCC1.[CH3:34][NH:35][CH3:36]. (3) Given the product [CH3:1][C:2]1[CH:3]=[CH:4][C:5]([N:11]2[CH:17]=[CH:16][C:14]([CH3:13])=[N:15]2)=[C:6]([CH:10]=1)[C:7]([OH:9])=[O:8], predict the reactants needed to synthesize it. The reactants are: [CH3:1][C:2]1[CH:3]=[CH:4][C:5]([N:11]2[N:15]=[CH:14][CH:13]=N2)=[C:6]([CH:10]=1)[C:7]([OH:9])=[O:8].[CH3:16][C:17]1C=CNN=1. (4) Given the product [C:1]([O:5][C:6](=[O:11])[NH:7][CH2:8][CH2:9][NH:10][C:13]([C:20]#[N:21])([CH3:15])[CH3:12])([CH3:4])([CH3:2])[CH3:3], predict the reactants needed to synthesize it. The reactants are: [C:1]([O:5][C:6](=[O:11])[NH:7][CH2:8][CH2:9][NH2:10])([CH3:4])([CH3:3])[CH3:2].[CH3:12][C:13]([CH3:15])=O.[Si]([C:20]#[N:21])(C)(C)C. (5) Given the product [Si:5]([O:4][C@H:3]([C:12]1[CH:21]=[CH:20][C:19]([OH:22])=[C:18]2[C:13]=1[CH:14]=[CH:15][C:16](=[O:23])[NH:17]2)[CH2:2][NH:1][CH2:39][C:38]1([OH:40])[CH2:41][CH2:42][N:35]([CH2:34][CH2:33][O:32][CH2:31][CH2:30][C:24]2[CH:25]=[CH:26][CH:27]=[CH:28][CH:29]=2)[CH2:36][CH2:37]1)([C:8]([CH3:11])([CH3:10])[CH3:9])([CH3:7])[CH3:6], predict the reactants needed to synthesize it. The reactants are: [NH2:1][CH2:2][C@@H:3]([C:12]1[CH:21]=[CH:20][C:19]([OH:22])=[C:18]2[C:13]=1[CH:14]=[CH:15][C:16](=[O:23])[NH:17]2)[O:4][Si:5]([C:8]([CH3:11])([CH3:10])[CH3:9])([CH3:7])[CH3:6].[C:24]1([CH2:30][CH2:31][O:32][CH2:33][CH2:34][N:35]2[CH2:42][CH2:41][C:38]3([O:40][CH2:39]3)[CH2:37][CH2:36]2)[CH:29]=[CH:28][CH:27]=[CH:26][CH:25]=1.